Dataset: Peptide-MHC class I binding affinity with 185,985 pairs from IEDB/IMGT. Task: Regression. Given a peptide amino acid sequence and an MHC pseudo amino acid sequence, predict their binding affinity value. This is MHC class I binding data. (1) The peptide sequence is ERILSTYLGR. The binding affinity (normalized) is 0. The MHC is HLA-A01:01 with pseudo-sequence HLA-A01:01. (2) The peptide sequence is ILGAQALPV. The MHC is HLA-A02:17 with pseudo-sequence HLA-A02:17. The binding affinity (normalized) is 0.275. (3) The peptide sequence is MQYLNPPPY. The MHC is HLA-B15:01 with pseudo-sequence HLA-B15:01. The binding affinity (normalized) is 0.763. (4) The peptide sequence is KTAVQMAVF. The MHC is HLA-B15:01 with pseudo-sequence HLA-B15:01. The binding affinity (normalized) is 0.652. (5) The peptide sequence is MPSMSRRVF. The MHC is HLA-A02:01 with pseudo-sequence HLA-A02:01. The binding affinity (normalized) is 0. (6) The peptide sequence is IQLDEKSSI. The MHC is HLA-A29:02 with pseudo-sequence HLA-A29:02. The binding affinity (normalized) is 0.0355. (7) The peptide sequence is VPLQWIASA. The MHC is HLA-B07:02 with pseudo-sequence HLA-B07:02. The binding affinity (normalized) is 0.521. (8) The peptide sequence is KLKVDSDSGL. The MHC is HLA-A02:03 with pseudo-sequence HLA-A02:03. The binding affinity (normalized) is 0.628. (9) The peptide sequence is AAFKVRPTF. The MHC is Mamu-A02 with pseudo-sequence Mamu-A02. The binding affinity (normalized) is 0.722. (10) The peptide sequence is TTTAQGTSMY. The MHC is HLA-A68:02 with pseudo-sequence HLA-A68:02. The binding affinity (normalized) is 0.